This data is from Full USPTO retrosynthesis dataset with 1.9M reactions from patents (1976-2016). The task is: Predict the reactants needed to synthesize the given product. Given the product [Cl:24][S:17]([C:1]1[C:14]2[C:13](=[O:15])[C:12]3[C:7](=[CH:8][CH:9]=[CH:10][CH:11]=3)[C:6](=[O:16])[C:5]=2[CH:4]=[CH:3][CH:2]=1)(=[O:20])=[O:18], predict the reactants needed to synthesize it. The reactants are: [C:1]1([S:17]([O-:20])(=O)=[O:18])[C:14]2[C:13](=[O:15])[C:12]3[C:7](=[CH:8][CH:9]=[CH:10][CH:11]=3)[C:6](=[O:16])[C:5]=2[CH:4]=[CH:3][CH:2]=1.[Na+].O=P(Cl)(Cl)[Cl:24].S1(CCCC1)(=O)=O.